This data is from Reaction yield outcomes from USPTO patents with 853,638 reactions. The task is: Predict the reaction yield, written as a fraction of the theoretical maximum amount of product (1.0 means a 100% yield; for example, 0.34 means a 34% yield). The reactants are [OH:1][C:2]1[C:9]([CH2:10][CH3:11])=[C:8]([O:12][CH3:13])[CH:7]=[CH:6][C:3]=1[CH:4]=O.[C:14](OCC)(=[O:21])[CH2:15][C:16]([O:18][CH2:19][CH3:20])=[O:17].N1CCCCC1. The catalyst is C(O)C. The product is [CH2:19]([O:18][C:16]([C:15]1[C:14](=[O:21])[O:1][C:2]2[C:3]([CH:4]=1)=[CH:6][CH:7]=[C:8]([O:12][CH3:13])[C:9]=2[CH2:10][CH3:11])=[O:17])[CH3:20]. The yield is 0.650.